This data is from Forward reaction prediction with 1.9M reactions from USPTO patents (1976-2016). The task is: Predict the product of the given reaction. (1) The product is: [OH:1][CH2:2][C:3]([CH3:29])([C:23]1[CH:28]=[CH:27][CH:26]=[CH:25][CH:24]=1)[CH2:4][CH2:5][CH2:6][CH2:7][S:8]([CH2:9][CH2:10][CH2:11][CH2:12][C:13]([CH3:22])([C:16]1[CH:21]=[CH:20][CH:19]=[CH:18][CH:17]=1)[CH2:14][OH:15])=[O:30]. Given the reactants [OH:1][CH2:2][C:3]([CH3:29])([C:23]1[CH:28]=[CH:27][CH:26]=[CH:25][CH:24]=1)[CH2:4][CH2:5][CH2:6][CH2:7][S:8][CH2:9][CH2:10][CH2:11][CH2:12][C:13]([CH3:22])([C:16]1[CH:21]=[CH:20][CH:19]=[CH:18][CH:17]=1)[CH2:14][OH:15].[OH:30]O, predict the reaction product. (2) The product is: [I:21][C:6]1[N:2]([CH3:1])[CH:3]=[N:4][C:5]=1[C:7]1[CH:8]=[CH:9][C:10]([C@H:13]2[CH2:15][C@@H:14]2[C:16]([O:18][CH2:19][CH3:20])=[O:17])=[CH:11][CH:12]=1. Given the reactants [CH3:1][N:2]1[CH:6]=[C:5]([C:7]2[CH:12]=[CH:11][C:10]([C@H:13]3[CH2:15][C@@H:14]3[C:16]([O:18][CH2:19][CH3:20])=[O:17])=[CH:9][CH:8]=2)[N:4]=[CH:3]1.[I:21]N1C(=O)CCC1=O, predict the reaction product. (3) The product is: [C:3]([CH:5]=[C:15]1[C:23]2[C:18](=[CH:19][C:20]([C:24]([OH:26])=[O:25])=[CH:21][CH:22]=2)[CH2:17][C:16]21[CH2:29][CH2:28]2)#[N:4]. Given the reactants [H-].[Na+].[C:3]([CH2:5]P(=O)(OCC)OCC)#[N:4].O=[C:15]1[C:23]2[C:18](=[CH:19][C:20]([C:24]([O:26]C)=[O:25])=[CH:21][CH:22]=2)[CH2:17][C:16]21[CH2:29][CH2:28]2.[OH-].[Na+].Cl, predict the reaction product. (4) Given the reactants O1CCCCC1[N:7]1[C:15]2[C:10](=[CH:11][C:12]([C:16]3[N:20]=[CH:19][N:18](C(C4C=CC=CC=4)(C4C=CC=CC=4)C4C=CC=CC=4)[N:17]=3)=[CH:13][CH:14]=2)[C:9]([C:40]2[CH:41]=[C:42]([CH:47]=[CH:48][CH:49]=2)[C:43]([O:45]C)=O)=[N:8]1.O.[OH-].[Li+].[F:53][C:54]1[CH:61]=[CH:60][C:57]([CH2:58][NH2:59])=[CH:56][CH:55]=1.O.ON1C2C=CC=CC=2N=N1.Cl.CN(C)CCCN=C=NCC, predict the reaction product. The product is: [NH:17]1[C:16]([C:12]2[CH:11]=[C:10]3[C:15](=[CH:14][CH:13]=2)[NH:7][N:8]=[C:9]3[C:40]2[CH:41]=[C:42]([C:43]([NH:59][CH2:58][C:57]3[CH:60]=[CH:61][C:54]([F:53])=[CH:55][CH:56]=3)=[O:45])[CH:47]=[CH:48][CH:49]=2)=[N:20][CH:19]=[N:18]1. (5) Given the reactants Cl[C:2]1[N:7]=[C:6]([O:8][C:9]2[C:18]3[C:13](=[CH:14][CH:15]=[CH:16][CH:17]=3)[C:12]([NH:19][C:20]([NH:22][C:23]3[N:27]([C:28]4[CH:33]=[CH:32][CH:31]=[C:30]([CH2:34][P:35]([CH3:38])([CH3:37])=[O:36])[CH:29]=4)[N:26]=[C:25]([CH:39]([CH3:41])[CH3:40])[CH:24]=3)=[O:21])=[CH:11][CH:10]=2)[CH:5]=[CH:4][N:3]=1.[NH2:42][C:43]1[CH:44]=[C:45]([CH:57]=[C:58]([C:60]#[CH:61])[CH:59]=1)[C:46]([NH:48][CH2:49][CH2:50][N:51]1[CH2:56][CH2:55][O:54][CH2:53][CH2:52]1)=[O:47], predict the reaction product. The product is: [CH3:37][P:35]([CH2:34][C:30]1[CH:29]=[C:28]([N:27]2[C:23]([NH:22][C:20](=[O:21])[NH:19][C:12]3[C:13]4[C:18](=[CH:17][CH:16]=[CH:15][CH:14]=4)[C:9]([O:8][C:6]4[CH:5]=[CH:4][N:3]=[C:2]([NH:42][C:43]5[CH:44]=[C:45]([CH:57]=[C:58]([C:60]#[CH:61])[CH:59]=5)[C:46]([NH:48][CH2:49][CH2:50][N:51]5[CH2:56][CH2:55][O:54][CH2:53][CH2:52]5)=[O:47])[N:7]=4)=[CH:10][CH:11]=3)=[CH:24][C:25]([CH:39]([CH3:41])[CH3:40])=[N:26]2)[CH:33]=[CH:32][CH:31]=1)([CH3:38])=[O:36].